This data is from Full USPTO retrosynthesis dataset with 1.9M reactions from patents (1976-2016). The task is: Predict the reactants needed to synthesize the given product. (1) The reactants are: C1(C)C=CC(S([O-])(=O)=O)=CC=1.[NH+]1C=CC=CC=1.C(OC([O:23][C:24]1([CH3:61])[CH:36]([OH:37])[CH:35]=[CH:34][CH:33]([CH3:38])[CH:32](/[C:39](/[CH3:60])=[CH:40]/[CH:41]=[CH:42]/[CH:43]([CH3:59])[CH2:44][CH:45]2[O:58][CH:46]2[CH:47]([CH3:57])[CH:48]([O:51]C(OCC)C)[CH2:49][CH3:50])[O:31][C:29](=[O:30])[CH:28]=[CH:27][CH2:26][CH2:25]1)C)C. Given the product [OH:23][C:24]1([CH3:61])[CH:36]([OH:37])[CH:35]=[CH:34][CH:33]([CH3:38])[CH:32](/[C:39](/[CH3:60])=[CH:40]/[CH:41]=[CH:42]/[CH:43]([CH3:59])[CH2:44][CH:45]2[O:58][CH:46]2[CH:47]([CH3:57])[CH:48]([OH:51])[CH2:49][CH3:50])[O:31][C:29](=[O:30])[CH:28]=[CH:27][CH2:26][CH2:25]1, predict the reactants needed to synthesize it. (2) Given the product [OH:7][CH2:8][CH2:9][N:10]1[C:23]2[C:18](=[CH:19][C:20]([C:24]([O:26][C:27]([CH3:29])([CH3:28])[CH3:30])=[O:25])=[CH:21][CH:22]=2)[C:12]2([CH2:13][CH2:14][NH:15][CH2:16][CH2:17]2)[C:11]1=[O:31], predict the reactants needed to synthesize it. The reactants are: O1CCCCC1[O:7][CH2:8][CH2:9][N:10]1[C:23]2[C:18](=[CH:19][C:20]([C:24]([O:26][C:27]([CH3:30])([CH3:29])[CH3:28])=[O:25])=[CH:21][CH:22]=2)[C:12]2([CH2:17][CH2:16][NH:15][CH2:14][CH2:13]2)[C:11]1=[O:31].Cl. (3) Given the product [Br:2][C:3]1[CH:4]=[CH:5][CH:6]=[CH:7][C:17]=1[CH2:16][NH:13][C:28]([C:19]1[CH:20]=[CH:21][C:22]2[C:27](=[CH:26][CH:25]=[N:24][CH:23]=2)[N:18]=1)=[O:30], predict the reactants needed to synthesize it. The reactants are: Cl.[Br:2][C:3]1C=C[C:6]([CH2:7]N)=[CH:5][CH:4]=1.C([N:13]([CH2:16][CH3:17])CC)C.[N:18]1[C:27]2[C:22](=[CH:23][N:24]=[CH:25][CH:26]=2)[CH:21]=[CH:20][C:19]=1[C:28]([OH:30])=O.O.ON1C2C=CC=CC=2N=N1.Cl.CN(C)CCCN=C=NCC. (4) Given the product [C:23]([C:20]1[CH:19]=[CH:18][C:17]([C:14]2[CH:15]=[CH:16][C:11]([O:10][CH2:9][CH2:8][CH2:7][N:4]3[CH2:5][CH2:6][CH:2]([NH:1][C:31](=[O:37])[O:32][C:33]([CH3:36])([CH3:35])[CH3:34])[CH2:3]3)=[CH:12][CH:13]=2)=[CH:22][CH:21]=1)#[N:24], predict the reactants needed to synthesize it. The reactants are: [NH2:1][C@@H:2]1[CH2:6][CH2:5][N:4]([CH2:7][CH2:8][CH2:9][O:10][C:11]2[CH:16]=[CH:15][C:14]([C:17]3[CH:22]=[CH:21][C:20]([C:23]#[N:24])=[CH:19][CH:18]=3)=[CH:13][CH:12]=2)[CH2:3]1.N1(N[C:31](=[O:37])[O:32][C:33]([CH3:36])([CH3:35])[CH3:34])CCCC1. (5) The reactants are: Br[C:2]1[CH:7]=[CH:6][C:5]([C:8]2([C:11]([N:13]3[CH2:17][CH2:16][C:15]4([C:25]5[CH:24]=[CH:23][N:22]=[CH:21][C:20]=5[C:19](=[O:26])[O:18]4)[CH2:14]3)=[O:12])[CH2:10][CH2:9]2)=[CH:4][CH:3]=1.[CH3:27][C:28]1[CH:32]=[CH:31][NH:30][N:29]=1.C1(C)C=CC=CC=1.CN(C)C=O.CN[C@H]1CCCC[C@@H]1NC.C(=O)([O-])[O-].[K+].[K+]. Given the product [CH3:27][C:28]1[CH:32]=[CH:31][N:30]([C:2]2[CH:7]=[CH:6][C:5]([C:8]3([C:11]([N:13]4[CH2:17][CH2:16][C:15]5([C:25]6[CH:24]=[CH:23][N:22]=[CH:21][C:20]=6[C:19](=[O:26])[O:18]5)[CH2:14]4)=[O:12])[CH2:10][CH2:9]3)=[CH:4][CH:3]=2)[N:29]=1, predict the reactants needed to synthesize it. (6) Given the product [Cl:1][C:2]1[N:3]=[C:4]([Cl:11])[C:5]2[CH:10]=[CH:9][N:8]([CH3:15])[C:6]=2[N:7]=1, predict the reactants needed to synthesize it. The reactants are: [Cl:1][C:2]1[N:3]=[C:4]([Cl:11])[C:5]2[CH:10]=[CH:9][NH:8][C:6]=2[N:7]=1.[H-].[Na+].I[CH3:15]. (7) Given the product [ClH:35].[Cl:35][C:30]1[C:29]([F:36])=[C:28]([NH:27][C:23]2[C:21]3[C:20](=[CH:19][C:18]([O:37][CH2:38][C@@H:39]4[O:48][CH2:47][C@@H:46]5[CH2:45][O:44][CH2:43][CH2:42][N:41]5[CH2:40]4)=[C:17]([O:16][CH3:15])[CH:22]=3)[N:26]=[CH:25][N:24]=2)[CH:33]=[CH:32][C:31]=1[Cl:1], predict the reactants needed to synthesize it. The reactants are: [ClH:1].COC1C=C2C(=CC=1)N=CN=C2N.[CH3:15][O:16][C:17]1[CH:22]=[C:21]2[C:23]([NH:27][C:28]3[CH:33]=[CH:32][C:31](Br)=[C:30]([Cl:35])[C:29]=3[F:36])=[N:24][CH:25]=[N:26][C:20]2=[CH:19][C:18]=1[O:37][CH2:38][C@@H:39]1[O:48][CH2:47][C@H:46]2[N:41]([CH2:42][CH2:43][O:44][CH2:45]2)[CH2:40]1. (8) Given the product [C:1]([O:5][C:6]([N:8]1[CH2:9][CH2:10][C:11]([C:14]2[CH:19]=[C:18]([F:20])[CH:17]=[CH:16][C:15]=2[S:21][C:24]2[CH:29]=[CH:28][CH:27]=[CH:26][C:25]=2[CH3:30])([OH:22])[CH2:12][CH2:13]1)=[O:7])([CH3:4])([CH3:2])[CH3:3], predict the reactants needed to synthesize it. The reactants are: [C:1]([O:5][C:6]([N:8]1[CH2:13][CH2:12][C:11]([OH:22])([C:14]2[CH:19]=[C:18]([F:20])[CH:17]=[CH:16][C:15]=2[SH:21])[CH2:10][CH2:9]1)=[O:7])([CH3:4])([CH3:3])[CH3:2].I[C:24]1[CH:29]=[CH:28][CH:27]=[CH:26][C:25]=1[CH3:30]. (9) Given the product [N:23]1([CH2:21][CH2:20][C:16]2[CH:15]=[C:14]3[C:19](=[CH:18][CH:17]=2)[C:11](=[C:10]2[C:9]4[C:4](=[CH:5][CH:6]=[CH:7][CH:8]=4)[NH:3][C:2]2=[O:1])[O:12][CH2:13]3)[CH2:28][CH2:27][O:26][CH2:25][CH2:24]1, predict the reactants needed to synthesize it. The reactants are: [O:1]=[C:2]1[C:10](=[C:11]2[C:19]3[C:14](=[CH:15][C:16]([CH2:20][CH:21]=O)=[CH:17][CH:18]=3)[CH2:13][O:12]2)[C:9]2[C:4](=[CH:5][CH:6]=[CH:7][CH:8]=2)[NH:3]1.[NH:23]1[CH2:28][CH2:27][O:26][CH2:25][CH2:24]1.C(O)(=O)C.C([BH3-])#N.[Na+].C([O-])(O)=O.[Na+].